From a dataset of Peptide-MHC class II binding affinity with 134,281 pairs from IEDB. Regression. Given a peptide amino acid sequence and an MHC pseudo amino acid sequence, predict their binding affinity value. This is MHC class II binding data. (1) The peptide sequence is KHIVWASRELERFAV. The MHC is HLA-DQA10102-DQB10502 with pseudo-sequence HLA-DQA10102-DQB10502. The binding affinity (normalized) is 0.0172. (2) The peptide sequence is KQENWNTDIKTLKFD. The MHC is DRB3_0202 with pseudo-sequence DRB3_0202. The binding affinity (normalized) is 0.503. (3) The peptide sequence is HVDLMVGAATVCSALYIGDL. The MHC is DRB1_0101 with pseudo-sequence DRB1_0101. The binding affinity (normalized) is 0.666. (4) The peptide sequence is GMNPSHCNEMSWIQS. The MHC is DRB1_0802 with pseudo-sequence DRB1_0802. The binding affinity (normalized) is 0.127. (5) The peptide sequence is VLAALFAGAWCVPKV. The MHC is HLA-DQA10102-DQB10602 with pseudo-sequence HLA-DQA10102-DQB10602. The binding affinity (normalized) is 0.382. (6) The peptide sequence is DDLMIRVIAQGPTAT. The MHC is DRB3_0101 with pseudo-sequence DRB3_0101. The binding affinity (normalized) is 0.177. (7) The peptide sequence is RIDTPEVLKGPFTVR. The MHC is DRB1_0301 with pseudo-sequence DRB1_0301. The binding affinity (normalized) is 0.107. (8) The peptide sequence is EKKYFAATQFEPLYA. The MHC is HLA-DQA10101-DQB10501 with pseudo-sequence HLA-DQA10101-DQB10501. The binding affinity (normalized) is 0.382.